From a dataset of Reaction yield outcomes from USPTO patents with 853,638 reactions. Predict the reaction yield, written as a fraction of the theoretical maximum amount of product (1.0 means a 100% yield; for example, 0.34 means a 34% yield). The reactants are [Cl:1][C:2]1[S:6][C:5]([S:7]([NH:10][C:11]([NH:13][C:14]2[CH:22]=[CH:21][C:17]([C:18]([OH:20])=O)=[CH:16][CH:15]=2)=[O:12])(=[O:9])=[O:8])=[CH:4][CH:3]=1.[NH2:23][C:24]1[CH:29]=[CH:28][CH:27]=[CH:26][CH:25]=1.CCN(C(C)C)C(C)C.C1CN([P+](ON2N=NC3C=CC=CC2=3)(N2CCCC2)N2CCCC2)CC1.F[P-](F)(F)(F)(F)F. The catalyst is CN(C=O)C. The product is [Cl:1][C:2]1[S:6][C:5]([S:7]([NH:10][C:11]([NH:13][C:14]2[CH:15]=[CH:16][C:17]([C:18](=[O:20])[NH:23][C:24]3[CH:29]=[CH:28][CH:27]=[CH:26][CH:25]=3)=[CH:21][CH:22]=2)=[O:12])(=[O:8])=[O:9])=[CH:4][CH:3]=1. The yield is 0.450.